From a dataset of Full USPTO retrosynthesis dataset with 1.9M reactions from patents (1976-2016). Predict the reactants needed to synthesize the given product. (1) Given the product [Cl:22][C:16]1[CH:17]=[C:18]([Cl:21])[CH:19]=[CH:20][C:15]=1[O:14][CH2:13][CH2:12][CH2:11][N:7]([CH2:8][C:9]#[CH:10])[CH2:6][CH2:5][CH2:4][SH:3], predict the reactants needed to synthesize it. The reactants are: C(=O)([S:3][CH2:4][CH2:5][CH2:6][N:7]([CH2:11][CH2:12][CH2:13][O:14][C:15]1[CH:20]=[CH:19][C:18]([Cl:21])=[CH:17][C:16]=1[Cl:22])[CH2:8][C:9]#[CH:10])C. (2) Given the product [ClH:1].[Cl:1][C:2]1[C:7]([F:8])=[CH:6][C:5]([C:9]2[N:10]=[C:11]([N:18]3[CH2:19][CH2:20][CH:21]([O:24][CH2:25][C:26]([O:28][CH2:29][CH3:30])=[O:27])[CH2:22][CH2:23]3)[C:12]3[S:17][CH:16]=[CH:15][C:13]=3[N:14]=2)=[C:4]([F:33])[CH:3]=1, predict the reactants needed to synthesize it. The reactants are: [Cl:1][C:2]1[C:7]([F:8])=[CH:6][C:5]([C:9]2[N:10]=[C:11]([N:18]3[CH2:23][CH2:22][CH:21]([O:24][CH2:25][C:26]([O:28][C:29](C)(C)[CH3:30])=[O:27])[CH2:20][CH2:19]3)[C:12]3[S:17][CH:16]=[CH:15][C:13]=3[N:14]=2)=[C:4]([F:33])[CH:3]=1.Cl.CCOC(C)=O. (3) Given the product [NH2:37][C:36]1[C:33]([C:34]#[N:35])=[CH:32][N:26]=[C:25]([C:10]2[C:9]([CH3:28])=[C:8]([CH:5]3[CH2:7][CH2:6]3)[N:12]([CH2:13][C:14]3[C:19]([F:20])=[CH:18][C:17]([O:21][CH2:22][CH3:23])=[CH:16][C:15]=3[F:24])[N:11]=2)[N:27]=1, predict the reactants needed to synthesize it. The reactants are: C[O-].[Na+].Cl.[CH:5]1([C:8]2[N:12]([CH2:13][C:14]3[C:19]([F:20])=[CH:18][C:17]([O:21][CH2:22][CH3:23])=[CH:16][C:15]=3[F:24])[N:11]=[C:10]([C:25](=[NH:27])[NH2:26])[C:9]=2[CH3:28])[CH2:7][CH2:6]1.C(O[CH:32]=[C:33]([C:36]#[N:37])[C:34]#[N:35])C. (4) Given the product [CH3:30][C:14]1[N:13]([C:10]2[CH:9]=[CH:8][C:7]([O:6][CH2:5][CH2:4][C:3]([OH:31])=[O:2])=[CH:12][CH:11]=2)[C:17]([C:18]2[CH:23]=[CH:22][CH:21]=[CH:20][CH:19]=2)=[CH:16][C:15]=1[C:24]1[CH:25]=[CH:26][CH:27]=[CH:28][CH:29]=1, predict the reactants needed to synthesize it. The reactants are: C[O:2][C:3](=[O:31])[CH2:4][CH2:5][O:6][C:7]1[CH:12]=[CH:11][C:10]([N:13]2[C:17]([C:18]3[CH:23]=[CH:22][CH:21]=[CH:20][CH:19]=3)=[CH:16][C:15]([C:24]3[CH:29]=[CH:28][CH:27]=[CH:26][CH:25]=3)=[C:14]2[CH3:30])=[CH:9][CH:8]=1.[Li+].[OH-].CO.O. (5) Given the product [F:1][C:2]1[CH:3]=[CH:4][C:5]([N:8]2[C:16]3[C:11](=[CH:12][C:13]([O:17][C@H:18]([C:22]4[CH:27]=[CH:26][CH:25]=[C:24]([O:28][CH3:29])[CH:23]=4)[C@@H:19]([NH:21][C:35]([C:31]4[S:30][CH:34]=[CH:33][CH:32]=4)=[O:36])[CH3:20])=[CH:14][CH:15]=3)[CH:10]=[N:9]2)=[CH:6][CH:7]=1, predict the reactants needed to synthesize it. The reactants are: [F:1][C:2]1[CH:7]=[CH:6][C:5]([N:8]2[C:16]3[C:11](=[CH:12][C:13]([O:17][C@H:18]([C:22]4[CH:27]=[CH:26][CH:25]=[C:24]([O:28][CH3:29])[CH:23]=4)[C@@H:19]([NH2:21])[CH3:20])=[CH:14][CH:15]=3)[CH:10]=[N:9]2)=[CH:4][CH:3]=1.[S:30]1[CH:34]=[CH:33][CH:32]=[C:31]1[C:35](O)=[O:36]. (6) Given the product [C:1]([O:4][C@@H:5]1[CH2:9][N:8]([C:10]([O:12][C:13]([CH3:14])([CH3:16])[CH3:15])=[O:11])[C@H:7]([CH2:17][O:18][C:25]2[CH:26]=[CH:27][C:22]([C:21]([O:20][CH3:19])=[O:29])=[CH:23][CH:24]=2)[CH2:6]1)(=[O:3])[CH3:2], predict the reactants needed to synthesize it. The reactants are: [C:1]([O:4][C@@H:5]1[CH2:9][N:8]([C:10]([O:12][C:13]([CH3:16])([CH3:15])[CH3:14])=[O:11])[C@H:7]([CH2:17][OH:18])[CH2:6]1)(=[O:3])[CH3:2].[CH3:19][O:20][C:21](=[O:29])[C:22]1[CH:27]=[CH:26][C:25](O)=[CH:24][CH:23]=1.C1C=CC(P(C2C=CC=CC=2)C2C=CC=CC=2)=CC=1.CC(OC(/N=N/C(OC(C)C)=O)=O)C. (7) Given the product [N+:25]([C:22]1[CH:21]=[CH:20][C:19]([S:18]([CH3:17])=[N:32][S:29]([CH3:28])(=[O:31])=[O:30])=[CH:24][CH:23]=1)([O-:27])=[O:26], predict the reactants needed to synthesize it. The reactants are: C(O)(=O)C.C(O)(=O)C.I(C1C=CC=CC=1)=O.[CH3:17][S:18][C:19]1[CH:24]=[CH:23][C:22]([N+:25]([O-:27])=[O:26])=[CH:21][CH:20]=1.[CH3:28][S:29]([NH2:32])(=[O:31])=[O:30].[O-2].[Mg+2].